Dataset: Experimentally validated miRNA-target interactions with 360,000+ pairs, plus equal number of negative samples. Task: Binary Classification. Given a miRNA mature sequence and a target amino acid sequence, predict their likelihood of interaction. The miRNA is hsa-miR-6884-5p with sequence AGAGGCUGAGAAGGUGAUGUUG. The protein sequence of the target gene is MDRLQTALLVVLVLLAVALQATEAGPYGANMEDSVCCRDYVRYRLPLRVVKHFYWTSDSCPRPGVVLLTFRDKEICADPRVPWVKMILNKLSQ. Result: 1 (interaction).